From a dataset of Reaction yield outcomes from USPTO patents with 853,638 reactions. Predict the reaction yield, written as a fraction of the theoretical maximum amount of product (1.0 means a 100% yield; for example, 0.34 means a 34% yield). (1) The yield is 0.790. The product is [OH:1][C:2]1[CH:9]=[C:8]([OH:10])[C:7]([C:25]2([OH:32])[C:26]3[C:31](=[CH:30][CH:29]=[CH:28][CH:27]=3)[N:23]([CH2:22][C:21]3[CH:34]=[CH:35][C:18]([O:17][CH3:16])=[CH:19][CH:20]=3)[C:24]2=[O:33])=[CH:6][C:3]=1[C:4]#[N:5]. The reactants are [OH:1][C:2]1[CH:9]=[C:8]([OH:10])[CH:7]=[CH:6][C:3]=1[C:4]#[N:5].C([Mg]Cl)(C)C.[CH3:16][O:17][C:18]1[CH:35]=[CH:34][C:21]([CH2:22][N:23]2[C:31]3[C:26](=[CH:27][CH:28]=[CH:29][CH:30]=3)[C:25](=[O:32])[C:24]2=[O:33])=[CH:20][CH:19]=1.Cl. The catalyst is O1CCCC1.ClCCCl. (2) The reactants are [F:1][C:2]1[CH:9]=[CH:8][C:5]([CH:6]=O)=[CH:4][CH:3]=1.[NH2:10][C@H:11]1[C@H:16]2[O:17][C@H:13]([CH2:14][CH2:15]2)[C@H:12]1[C:18]([O:20][CH3:21])=[O:19].C([BH3-])#N.[Na+].C([O-])(O)=O.[Na+]. The catalyst is CO.C(O)(=O)C. The product is [F:1][C:2]1[CH:9]=[CH:8][C:5]([CH2:6][NH:10][C@H:11]2[C@H:16]3[O:17][C@H:13]([CH2:14][CH2:15]3)[C@H:12]2[C:18]([O:20][CH3:21])=[O:19])=[CH:4][CH:3]=1. The yield is 0.860. (3) The reactants are [H-].[Na+].[OH:3][C:4]1[CH:9]=[CH:8][C:7]([CH2:10][CH2:11][CH2:12][CH2:13][N:14]2[C:18](=[O:19])[C:17]3=[CH:20][CH:21]=[CH:22][CH:23]=[C:16]3[C:15]2=[O:24])=[CH:6][CH:5]=1.[CH3:25][N:26]([CH3:30])[C:27](Cl)=[S:28].CO. The catalyst is CN(C=O)C. The product is [CH3:25][N:26]([CH3:30])[C:27]([O:3][C:4]1[CH:5]=[CH:6][C:7]([CH2:10][CH2:11][CH2:12][CH2:13][N:14]2[C:18](=[O:19])[C:17]3=[CH:20][CH:21]=[CH:22][CH:23]=[C:16]3[C:15]2=[O:24])=[CH:8][CH:9]=1)=[S:28]. The yield is 0.590. (4) The reactants are [Cl:1][C:2]1[C:7]([OH:8])=[C:6]([I:9])[CH:5]=[C:4]([CH2:10][OH:11])[N:3]=1.[H-].[Na+].[CH2:14](Br)[CH:15]=[CH2:16]. The catalyst is CN(C=O)C.CCOC(C)=O. The product is [CH2:16]([O:8][C:7]1[C:2]([Cl:1])=[N:3][C:4]([CH2:10][OH:11])=[CH:5][C:6]=1[I:9])[CH:15]=[CH2:14]. The yield is 0.680. (5) The reactants are [CH3:1][N:2]1[CH2:7][CH2:6][N:5]([C:8](=[O:21])[CH2:9][CH2:10][CH2:11][O:12][C:13]2[CH:14]=[C:15]([CH:18]=[CH:19][CH:20]=2)[CH:16]=O)[CH2:4][CH2:3]1.[CH:22]([C:24]1[CH:25]=C(C=C[CH:36]=1)OCCCC(O)=O)=O.CN1CCNCC1.CN(C)CCCN=C=NCC.O.O[N:57]1[C:61]2[CH:62]=[CH:63][CH:64]=[CH:65][C:60]=2[N:59]=N1. The catalyst is ClCCl.O. The product is [C:24]([C:63]1[CH:64]=[CH:65][C:60]2[NH:59][C:16]([C:15]3[CH:14]=[C:13]([CH:20]=[CH:19][CH:18]=3)[O:12][CH2:11][CH2:10][CH2:9][C:8]([N:5]3[CH2:6][CH2:7][N:2]([CH3:1])[CH2:3][CH2:4]3)=[O:21])=[N:57][C:61]=2[CH:62]=1)([CH3:25])([CH3:36])[CH3:22]. The yield is 0.620. (6) The reactants are [OH:1][C:2]1[CH:7]=[CH:6][C:5]([N:8]2[C:13](=[O:14])[C:12]([CH2:15][C:16]3[CH:21]=[CH:20][C:19]([C:22]4[C:23]([C:28]#[N:29])=[CH:24][CH:25]=[CH:26][CH:27]=4)=[CH:18][CH:17]=3)=[C:11]([CH2:30][CH2:31][CH3:32])[N:10]=[C:9]2[CH3:33])=[CH:4][CH:3]=1.[Si](O[CH:42]1[CH2:47][CH2:46][CH2:45][CH:44]([OH:48])[CH2:43]1)(C(C)(C)C)(C)C.C1(P(C2C=CC=CC=2)C2C=CC=CC=2)C=CC=CC=1.[N:69]([C:70]([O:72]C(C)C)=[O:71])=[N:69][C:70]([O:72]C(C)C)=[O:71]. The catalyst is O1CCCC1.O.C(OCC)(=O)C. The product is [OH:48][CH:44]1[CH2:43][CH2:42][CH2:47][CH:46]([O:1][C:2]2[CH:3]=[CH:4][C:5]([N:8]3[C:13](=[O:14])[C:12]([CH2:15][C:16]4[CH:21]=[CH:20][C:19]([C:22]5[CH:27]=[CH:26][CH:25]=[CH:24][C:23]=5[C:28]5[NH:69][C:70](=[O:71])[O:72][N:29]=5)=[CH:18][CH:17]=4)=[C:11]([CH2:30][CH2:31][CH3:32])[N:10]=[C:9]3[CH3:33])=[CH:6][CH:7]=2)[CH2:45]1. The yield is 0.500. (7) The reactants are [CH2:1]([N:3]([CH2:6][CH3:7])[CH2:4][CH3:5])[CH3:2].[CH2:8]([Br:17])[C:9]([C:11]1[CH:16]=[CH:15][CH:14]=[CH:13][CH:12]=1)=[O:10]. The catalyst is CO. The product is [Br-:17].[CH2:1]([N+:3]([CH2:6][CH3:7])([CH2:4][CH3:5])[CH2:8][C:9]([C:11]1[CH:16]=[CH:15][CH:14]=[CH:13][CH:12]=1)=[O:10])[CH3:2]. The yield is 0.830.